Dataset: Reaction yield outcomes from USPTO patents with 853,638 reactions. Task: Predict the reaction yield, written as a fraction of the theoretical maximum amount of product (1.0 means a 100% yield; for example, 0.34 means a 34% yield). (1) The reactants are [Cl:1][C:2]1[N:7]=[N:6][C:5]([NH2:8])=[CH:4][CH:3]=1.C([O-])(O)=O.[Na+].[Br:14]Br. The catalyst is CO. The product is [Br:14][C:4]1[CH:3]=[C:2]([Cl:1])[N:7]=[N:6][C:5]=1[NH2:8]. The yield is 0.650. (2) The reactants are [OH:1][C@@H:2]([C:7]1[C:36]([CH3:37])=[N:35][C:34]2=[CH:38][C:31]3=[N:32][N:33]2[C:8]=1[N:9]1[CH2:43][CH2:42][C:12]([CH3:44])([O:13][CH2:14][CH2:15][CH2:16][CH2:17][C@H:18]([CH3:41])[O:19][C:20]2[CH:21]=[CH:22][C:23]([CH3:40])=[CH:24][C:25]=2[C:26]2[CH:39]=[C:30]3[CH:29]=[CH:28][CH:27]=2)[CH2:11][CH2:10]1)[C:3]([O:5][CH3:6])=[O:4].C(O[C:49]([CH2:52][CH3:53])([CH3:51])[CH3:50])(=O)C.Cl(O)(=O)(=O)=O. The catalyst is C(Cl)Cl. The product is [CH3:50][C:49]([O:1][C@@H:2]([C:7]1[C:36]([CH3:37])=[N:35][C:34]2=[CH:38][C:31]3=[N:32][N:33]2[C:8]=1[N:9]1[CH2:43][CH2:42][C:12]([CH3:44])([O:13][CH2:14][CH2:15][CH2:16][CH2:17][C@H:18]([CH3:41])[O:19][C:20]2[CH:21]=[CH:22][C:23]([CH3:40])=[CH:24][C:25]=2[C:26]2[CH:39]=[C:30]3[CH:29]=[CH:28][CH:27]=2)[CH2:11][CH2:10]1)[C:3]([O:5][CH3:6])=[O:4])([CH2:52][CH3:53])[CH3:51]. The yield is 0.179. (3) The reactants are Cl[C:2]1[N:7]=[C:6]([C:8]2[C:16]3[C:11](=[CH:12][CH:13]=[CH:14][CH:15]=3)[N:10]([S:17]([C:20]3[CH:25]=[CH:24][CH:23]=[CH:22][CH:21]=3)(=[O:19])=[O:18])[CH:9]=2)[C:5]([Cl:26])=[CH:4][N:3]=1.[NH2:27][CH:28]1[CH2:33][N:32]([C:34]([O:36][C:37]([CH3:40])([CH3:39])[CH3:38])=[O:35])[CH2:31][CH:30]([C:41]([O:43][CH3:44])=[O:42])[CH2:29]1.CCN(C(C)C)C(C)C.C([O-])([O-])=O.[Na+].[Na+]. The catalyst is CN1C(=O)CCC1.CC(=O)OCC. The product is [Cl:26][C:5]1[C:6]([C:8]2[C:16]3[C:11](=[CH:12][CH:13]=[CH:14][CH:15]=3)[N:10]([S:17]([C:20]3[CH:21]=[CH:22][CH:23]=[CH:24][CH:25]=3)(=[O:19])=[O:18])[CH:9]=2)=[N:7][C:2]([NH:27][CH:28]2[CH2:33][N:32]([C:34]([O:36][C:37]([CH3:38])([CH3:39])[CH3:40])=[O:35])[CH2:31][CH:30]([C:41]([O:43][CH3:44])=[O:42])[CH2:29]2)=[N:3][CH:4]=1. The yield is 0.707. (4) The reactants are [Cl:1][C:2]1[CH:7]=[CH:6][C:5]([S:8]([NH:11][C@H:12]([CH2:16][CH2:17][C:18]([F:21])([F:20])[F:19])[C:13]([NH2:15])=[O:14])(=[O:10])=[O:9])=[CH:4][CH:3]=1.Br[CH2:23][C:24]1[CH:29]=[CH:28][C:27]([C:30]2[N:34]=[CH:33][O:32][N:31]=2)=[CH:26][C:25]=1[F:35].C(=O)([O-])[O-].[Cs+].[Cs+].NO.ClC1C=CC(S(N([C@H](CCC(F)(F)F)C(N)=O)CC2C=CC(C#N)=CC=2F)(=O)=O)=CC=1. The catalyst is [I-].C([N+](CCCC)(CCCC)CCCC)CCC.O.C(#N)C.C(O)(C)C.C(O)(=O)C. The product is [Cl:1][C:2]1[CH:7]=[CH:6][C:5]([S:8]([N:11]([CH2:23][C:24]2[CH:29]=[CH:28][C:27]([C:30]3[N:34]=[CH:33][O:32][N:31]=3)=[CH:26][C:25]=2[F:35])[C@H:12]([CH2:16][CH2:17][C:18]([F:21])([F:19])[F:20])[C:13]([NH2:15])=[O:14])(=[O:10])=[O:9])=[CH:4][CH:3]=1. The yield is 0.500.